Dataset: Full USPTO retrosynthesis dataset with 1.9M reactions from patents (1976-2016). Task: Predict the reactants needed to synthesize the given product. Given the product [N+:23]([C:20]1[N:19]=[CH:18][C:17]([C:15](=[O:16])[CH2:14][NH:13][C:5](=[O:7])[CH3:6])=[CH:22][CH:21]=1)([O-:25])=[O:24], predict the reactants needed to synthesize it. The reactants are: C(O[C:5](=[O:7])[CH3:6])(=O)C.C([O-])(=O)C.[Na+].[NH2:13][CH2:14][C:15]([C:17]1[CH:18]=[N:19][C:20]([N+:23]([O-:25])=[O:24])=[CH:21][CH:22]=1)=[O:16].